From a dataset of Forward reaction prediction with 1.9M reactions from USPTO patents (1976-2016). Predict the product of the given reaction. (1) Given the reactants [C:1]([C:5]1[CH:9]=[C:8]([NH:10][C:11]([NH:13][C:14]2[CH:19]=[CH:18][C:17]([CH3:20])=[C:16]([NH:21][C:22]3[N:27]=[C:26]([C:28]4[CH:29]=[N:30][CH:31]=[CH:32][CH:33]=4)[CH:25]=[CH:24][N:23]=3)[CH:15]=2)=[O:12])[N:7]([C:34]2[CH:35]=[C:36]([CH2:40][C:41](OCC)=[O:42])[CH:37]=[CH:38][CH:39]=2)[N:6]=1)([CH3:4])([CH3:3])[CH3:2].[NH2:46][CH2:47][CH:48]([OH:51])[CH2:49][OH:50], predict the reaction product. The product is: [C:1]([C:5]1[CH:9]=[C:8]([NH:10][C:11]([NH:13][C:14]2[CH:19]=[CH:18][C:17]([CH3:20])=[C:16]([NH:21][C:22]3[N:27]=[C:26]([C:28]4[CH:29]=[N:30][CH:31]=[CH:32][CH:33]=4)[CH:25]=[CH:24][N:23]=3)[CH:15]=2)=[O:12])[N:7]([C:34]2[CH:39]=[CH:38][CH:37]=[C:36]([CH2:40][C:41]([NH:46][CH2:47][CH:48]([OH:51])[CH2:49][OH:50])=[O:42])[CH:35]=2)[N:6]=1)([CH3:2])([CH3:3])[CH3:4]. (2) Given the reactants [F:1][C:2]1[CH:11]=[C:10]([F:12])[CH:9]=[C:8]2[C:3]=1[C:4]([NH:20][C:21]1[C:26](I)=[CH:25][N:24]=[C:23]([N:28]3[CH2:33][CH2:32][O:31][CH2:30][CH2:29]3)[CH:22]=1)=[C:5]([CH3:19])[C:6]([C:13]1[CH:18]=[CH:17][CH:16]=[CH:15][N:14]=1)=[N:7]2.C(OC([N:41]1[CH:45]=[C:44](B2OC(C)(C)C(C)(C)O2)[CH:43]=[N:42]1)=O)(C)(C)C.C1(P(C2CCCCC2)C2CCCCC2)CCCCC1.[O-]P([O-])([O-])=O.[K+].[K+].[K+], predict the reaction product. The product is: [F:1][C:2]1[CH:11]=[C:10]([F:12])[CH:9]=[C:8]2[C:3]=1[C:4]([NH:20][C:21]1[C:26]([C:44]3[CH:45]=[N:41][NH:42][CH:43]=3)=[CH:25][N:24]=[C:23]([N:28]3[CH2:33][CH2:32][O:31][CH2:30][CH2:29]3)[CH:22]=1)=[C:5]([CH3:19])[C:6]([C:13]1[CH:18]=[CH:17][CH:16]=[CH:15][N:14]=1)=[N:7]2. (3) Given the reactants Cl[C:2]1[CH:7]=[C:6]([CH2:8][N:9]2[C:13]([CH3:14])=[N:12][C:11]([C:15]3[S:16][CH:17]=[C:18]([C:20]4[CH:25]=[CH:24][C:23]([O:26][C:27]([F:30])([F:29])[F:28])=[CH:22][CH:21]=4)[N:19]=3)=[N:10]2)[CH:5]=[CH:4][N:3]=1.[CH3:31][N:32]1[CH2:37][CH2:36][NH:35][CH2:34][CH2:33]1, predict the reaction product. The product is: [CH3:14][C:13]1[N:9]([CH2:8][C:6]2[CH:5]=[CH:4][N:3]=[C:2]([N:35]3[CH2:36][CH2:37][N:32]([CH3:31])[CH2:33][CH2:34]3)[CH:7]=2)[N:10]=[C:11]([C:15]2[S:16][CH:17]=[C:18]([C:20]3[CH:25]=[CH:24][C:23]([O:26][C:27]([F:30])([F:29])[F:28])=[CH:22][CH:21]=3)[N:19]=2)[N:12]=1. (4) Given the reactants C(O[C:4]([C:6]1[C:11]([CH3:12])=[CH:10][C:9](Br)=[CH:8][N:7]=1)=[O:5])C.[CH3:14][O:15][CH2:16][CH2:17][OH:18].[H-].[Na+].[NH3:21], predict the reaction product. The product is: [CH3:14][O:15][CH2:16][CH2:17][O:18][C:9]1[CH:10]=[C:11]([CH3:12])[C:6]([C:4]([NH2:21])=[O:5])=[N:7][CH:8]=1. (5) Given the reactants [C:1]([C:5]1[CH:10]=[CH:9][C:8]([S:11]([NH:14][C:15]2[CH:16]=[C:17]3[C:21](=[CH:22][CH:23]=2)[NH:20][C:19]([C:24](O)=[O:25])=[C:18]3[C:27]2[CH:28]=[N:29][CH:30]=[CH:31][CH:32]=2)(=[O:13])=[O:12])=[CH:7][CH:6]=1)([CH3:4])([CH3:3])[CH3:2].[C:33]([NH:36][CH2:37][CH2:38][NH2:39])(=[O:35])[CH3:34], predict the reaction product. The product is: [C:33]([NH:36][CH2:37][CH2:38][NH:39][C:24]([C:19]1[NH:20][C:21]2[C:17]([C:18]=1[C:27]1[CH:28]=[N:29][CH:30]=[CH:31][CH:32]=1)=[CH:16][C:15]([NH:14][S:11]([C:8]1[CH:9]=[CH:10][C:5]([C:1]([CH3:4])([CH3:3])[CH3:2])=[CH:6][CH:7]=1)(=[O:12])=[O:13])=[CH:23][CH:22]=2)=[O:25])(=[O:35])[CH3:34].